This data is from Full USPTO retrosynthesis dataset with 1.9M reactions from patents (1976-2016). The task is: Predict the reactants needed to synthesize the given product. (1) Given the product [OH:32][CH:31]([C:29]1[CH:28]=[CH:27][C:24]([C:25]#[N:26])=[C:23]([O:22][CH3:21])[CH:30]=1)[CH2:33][N:7]1[CH2:8][CH2:9][N:4]([CH2:3][CH:2]([OH:1])[C:10]2[CH:19]=[CH:18][C:13]3[C:14](=[O:17])[O:15][CH2:16][C:12]=3[C:11]=2[CH3:20])[CH2:5][CH2:6]1, predict the reactants needed to synthesize it. The reactants are: [OH:1][CH:2]([C:10]1[CH:19]=[CH:18][C:13]2[C:14](=[O:17])[O:15][CH2:16][C:12]=2[C:11]=1[CH3:20])[CH2:3][N:4]1[CH2:9][CH2:8][NH:7][CH2:6][CH2:5]1.[CH3:21][O:22][C:23]1[CH:30]=[C:29]([CH:31]2[CH2:33][O:32]2)[CH:28]=[CH:27][C:24]=1[C:25]#[N:26]. (2) Given the product [ClH:30].[NH2:7][CH2:8][CH2:9][CH2:10][N:11]([CH2:12][C:13]1[N:18]([CH2:19][C:20]2[CH:25]=[CH:24][CH:23]=[CH:22][CH:21]=2)[C:17](=[O:26])[C:16]2=[C:27]([Cl:30])[CH:28]=[CH:29][N:15]2[N:14]=1)[C:44](=[O:45])[C:43]1[CH:47]=[CH:48][C:40]([Cl:39])=[CH:41][CH:42]=1, predict the reactants needed to synthesize it. The reactants are: C(OC(=O)[NH:7][CH2:8][CH2:9][CH2:10][NH:11][CH2:12][C:13]1[N:18]([CH2:19][C:20]2[CH:25]=[CH:24][CH:23]=[CH:22][CH:21]=2)[C:17](=[O:26])[C:16]2=[C:27]([Cl:30])[CH:28]=[CH:29][N:15]2[N:14]=1)(C)(C)C.CCN(CC)CC.[Cl:39][C:40]1[CH:48]=[CH:47][C:43]([C:44](Cl)=[O:45])=[CH:42][CH:41]=1.Cl. (3) Given the product [O:12]1[CH2:13][CH2:14][CH:9]([CH2:8][O:32][C:29]2[CH:28]=[CH:27][C:26]([C:25]3[C:18]4=[N:17][S:16](=[O:33])(=[O:15])[CH2:21][CH2:20][N:19]4[CH:22]=[CH:23][CH:24]=3)=[CH:31][CH:30]=2)[CH2:10][CH2:11]1, predict the reactants needed to synthesize it. The reactants are: C(=O)([O-])[O-].[K+].[K+].Br[CH2:8][CH:9]1[CH2:14][CH2:13][O:12][CH2:11][CH2:10]1.[O:15]=[S:16]1(=[O:33])[CH2:21][CH2:20][N:19]2[CH:22]=[CH:23][CH:24]=[C:25]([C:26]3[CH:31]=[CH:30][C:29]([OH:32])=[CH:28][CH:27]=3)[C:18]2=[N:17]1.[OH-].[Na+]. (4) Given the product [CH2:8]([O:15][CH2:16][CH:17]=[O:20])[C:9]1[CH:14]=[CH:13][CH:12]=[CH:11][CH:10]=1, predict the reactants needed to synthesize it. The reactants are: O.I([O-])(=O)(=O)=O.[Na+].[CH2:8]([O:15][CH2:16][CH:17]([OH:20])CO)[C:9]1[CH:14]=[CH:13][CH:12]=[CH:11][CH:10]=1.